This data is from Full USPTO retrosynthesis dataset with 1.9M reactions from patents (1976-2016). The task is: Predict the reactants needed to synthesize the given product. (1) Given the product [CH3:23][O:22][C:17]1[CH:18]=[C:19]2[C:14](=[CH:15][CH:16]=1)[CH:13]=[C:12]([C:11]1[CH:10]=[CH:9][C:4]([C:5]([O:7][CH3:8])=[O:6])=[CH:3][C:2]=1[N:1]1[CH2:38][CH2:37][O:36][CH2:33][CH2:34]1)[CH:21]=[CH:20]2, predict the reactants needed to synthesize it. The reactants are: [NH2:1][C:2]1[CH:3]=[C:4]([CH:9]=[CH:10][C:11]=1[C:12]1[CH:21]=[CH:20][C:19]2[C:14](=[CH:15][CH:16]=[C:17]([O:22][CH3:23])[CH:18]=2)[CH:13]=1)[C:5]([O:7][CH3:8])=[O:6].CCN(C(C)C)C(C)C.[CH2:33]([O:36][CH2:37][CH2:38]Br)[CH2:34]Br. (2) Given the product [F:1][C:2]1[CH:3]=[C:4]([NH:5][S:16]([CH3:15])(=[O:18])=[O:17])[CH:6]=[C:7]([F:9])[CH:8]=1, predict the reactants needed to synthesize it. The reactants are: [F:1][C:2]1[CH:3]=[C:4]([CH:6]=[C:7]([F:9])[CH:8]=1)[NH2:5].C1COCC1.[CH3:15][S:16](Cl)(=[O:18])=[O:17].Cl. (3) Given the product [CH3:34][O:33][C@H:31]([CH3:32])[C:30]([NH:29][C:28]1[C:17]2[C:18](=[N:19][CH:20]=[C:21]([C:22]([F:25])([F:23])[F:24])[C:16]=2[N:1]2[CH2:6][CH2:5][CH2:4][C@@H:3]([NH:7][C:8](=[O:14])[O:9][C:10]([CH3:11])([CH3:13])[CH3:12])[CH2:2]2)[NH:26][CH:27]=1)=[O:35], predict the reactants needed to synthesize it. The reactants are: [NH:1]1[CH2:6][CH2:5][CH2:4][C@@H:3]([NH:7][C:8](=[O:14])[O:9][C:10]([CH3:13])([CH3:12])[CH3:11])[CH2:2]1.Cl[C:16]1[C:21]([C:22]([F:25])([F:24])[F:23])=[CH:20][N:19]=[C:18]2[NH:26][CH:27]=[C:28]([NH:29][C:30](=[O:35])[C@H:31]([O:33][CH3:34])[CH3:32])[C:17]=12. (4) Given the product [NH2:13][C:14]1[CH:15]=[C:16]([CH:21]=[CH:22][C:23]=1[F:24])[C:17]([NH:12][CH2:11][CH2:10][N:4]1[C@H:5]([CH3:9])[CH2:6][CH2:7][CH2:8][C@@H:3]1[CH3:2])=[O:18], predict the reactants needed to synthesize it. The reactants are: [Cl-].[CH3:2][C@H:3]1[CH2:8][CH2:7][CH2:6][C@@H:5]([CH3:9])[N:4]1[CH2:10][CH2:11][NH3+:12].[NH2:13][C:14]1[CH:15]=[C:16]([CH:21]=[CH:22][C:23]=1[F:24])[C:17](OC)=[O:18]. (5) Given the product [OH:17][C:14]1[CH:13]=[CH:12][C:11]([C@H:4](/[CH:3]=[CH:2]/[CH2:24][C:25]2[CH:30]=[CH:29][CH:28]=[CH:27][CH:26]=2)[CH2:5][C:6]([O:8][CH2:9][CH3:10])=[O:7])=[CH:16][CH:15]=1, predict the reactants needed to synthesize it. The reactants are: I/[CH:2]=[CH:3]/[C@@H:4]([C:11]1[CH:16]=[CH:15][C:14]([O:17]C2CCCCO2)=[CH:13][CH:12]=1)[CH2:5][C:6]([O:8][CH2:9][CH3:10])=[O:7].[CH3:24][C:25]1[CH:30]=[CH:29][C:28](S([O-])(=O)=O)=[CH:27][CH:26]=1.C1C=C[NH+]=CC=1. (6) Given the product [CH2:18]([S:17][C:4]1[N:3]=[C:2]([OH:1])[N:7]2[N:8]=[CH:9][C:10]([CH2:11][CH2:12][CH2:13][CH2:14][C:15]#[N:16])=[C:6]2[N:5]=1)[C:19]1[CH:24]=[CH:23][CH:22]=[CH:21][CH:20]=1, predict the reactants needed to synthesize it. The reactants are: [OH:1][C:2]1[N:7]2[N:8]=[CH:9][C:10]([CH2:11][CH2:12][CH2:13][CH2:14][C:15]#[N:16])=[C:6]2[N:5]=[C:4]([SH:17])[N:3]=1.[CH2:18](Br)[C:19]1[CH:24]=[CH:23][CH:22]=[CH:21][CH:20]=1.CCN(C(C)C)C(C)C. (7) Given the product [BrH:1].[Br:1][CH:4]1[CH:3]([CH3:2])[CH2:9][NH:8][CH2:7][CH2:6][C:5]1=[O:10], predict the reactants needed to synthesize it. The reactants are: [BrH:1].[CH3:2][CH:3]1[CH2:9][NH:8][CH2:7][CH2:6][C:5](=[O:10])[CH2:4]1.BrBr. (8) The reactants are: C([O:4][CH2:5][C:6]([CH3:45])([CH3:44])[CH2:7][N:8]1[C:14]2[CH:15]=[CH:16][C:17]([Cl:19])=[CH:18][C:13]=2[C@@H:12]([C:20]2[CH:25]=[CH:24][CH:23]=[C:22]([O:26][CH3:27])[C:21]=2[O:28][CH3:29])[O:11][C@H:10]([CH2:30][C:31]2[S:35][C:34]([CH2:36][CH2:37][C:38]([O:40]CC)=[O:39])=[N:33][N:32]=2)[C:9]1=[O:43])(=O)C.[OH-].[Na+].CO. Given the product [Cl:19][C:17]1[CH:16]=[CH:15][C:14]2[N:8]([CH2:7][C:6]([CH3:44])([CH3:45])[CH2:5][OH:4])[C:9](=[O:43])[C@@H:10]([CH2:30][C:31]3[S:35][C:34]([CH2:36][CH2:37][C:38]([OH:40])=[O:39])=[N:33][N:32]=3)[O:11][C@H:12]([C:20]3[CH:25]=[CH:24][CH:23]=[C:22]([O:26][CH3:27])[C:21]=3[O:28][CH3:29])[C:13]=2[CH:18]=1, predict the reactants needed to synthesize it. (9) The reactants are: [CH2:1]([O:8][C@@H:9]1[CH2:14][CH2:13][CH2:12]C[C@H:10]1[NH2:15])[C:2]1[CH:7]=[CH:6][CH:5]=[CH:4][CH:3]=1.[CH2:16]1[CH2:22][S:19](=[O:21])(=[O:20])[O:18][CH2:17]1. Given the product [CH2:1]([O:8][C@@H:9]1[CH2:14][CH2:13][CH2:12][C@H:10]1[NH:15][CH2:17][CH2:16][CH2:22][S:19]([OH:21])(=[O:20])=[O:18])[C:2]1[CH:3]=[CH:4][CH:5]=[CH:6][CH:7]=1, predict the reactants needed to synthesize it. (10) Given the product [C:8]([C:5]1[CH:6]=[CH:7][C:2]([F:1])=[C:3]([OH:20])[CH:4]=1)#[CH:9], predict the reactants needed to synthesize it. The reactants are: [F:1][C:2]1[CH:7]=[CH:6][C:5]([C:8]#[C:9][Si](C(C)C)(C(C)C)C(C)C)=[CH:4][C:3]=1[OH:20].[F-].C([N+](CCCC)(CCCC)CCCC)CCC.CCOCC.